Dataset: Reaction yield outcomes from USPTO patents with 853,638 reactions. Task: Predict the reaction yield, written as a fraction of the theoretical maximum amount of product (1.0 means a 100% yield; for example, 0.34 means a 34% yield). (1) The reactants are [Cl:1][C:2]1[CH:3]=[C:4]([C:9](O)([C:26]([F:29])([F:28])[F:27])[CH2:10][C:11]([C:13]2[S:17][C:16]([C:18]([O:20][CH3:21])=[O:19])=[C:15]3[CH2:22][CH2:23][CH2:24][CH2:25][C:14]=23)=[O:12])[CH:5]=[C:6]([Cl:8])[CH:7]=1.O=S(Cl)Cl.N1C=CC=CC=1. The catalyst is C(Cl)Cl.[NH4+].[Cl-]. The product is [CH3:21][O:20][C:18]([C:16]1[S:17][C:13]([C:11](=[O:12])[CH:10]=[C:9]([C:4]2[CH:5]=[C:6]([Cl:8])[CH:7]=[C:2]([Cl:1])[CH:3]=2)[C:26]([F:29])([F:28])[F:27])=[C:14]2[CH2:25][CH2:24][CH2:23][CH2:22][C:15]=12)=[O:19]. The yield is 1.00. (2) The reactants are [CH3:1][O:2][C:3]1[CH:4]=[CH:5][CH:6]=[CH:7][C:8]=1[O:9][CH2:10][CH2:11][NH:12][CH2:13][CH:14]([OH:30])[CH2:15][O:16][C:17]1[CH:18]=[CH:19][CH:20]=[C:21]2[NH:29][C:28]3[CH:27]=[CH:26][CH:25]=[CH:24][C:23]=3[C:22]=12.C([O-])(=O)C1C(=CC=CC=1)O.C(N(CC)CC)C.[Cl-].[Na+]. The catalyst is C(OCC)(=O)C. The product is [CH3:1][O:2][C:3]1[CH:4]=[CH:5][CH:6]=[CH:7][C:8]=1[O:9][CH2:10][CH2:11][NH:12][CH2:13][CH:14]([OH:30])[CH2:15][O:16][C:17]1[CH:18]=[CH:19][CH:20]=[C:21]2[NH:29][C:28]3[CH:27]=[CH:26][CH:25]=[CH:24][C:23]=3[C:22]=12. The yield is 0.680. (3) The reactants are S(=O)(=O)(O)[OH:2].[Cl:6][C:7]1[CH:13]=[CH:12][CH:11]=[C:10]([Cl:14])[C:8]=1[NH2:9].OO.[OH-:17].[K+]. The catalyst is CO.O.O.[O-][W]([O-])(=O)=O.[Na+].[Na+].O.C1(C)C=CC=CC=1. The product is [Cl:6][C:7]1[CH:13]=[CH:12][CH:11]=[C:10]([Cl:14])[C:8]=1[N+:9]([O-:2])=[O:17]. The yield is 0.920. (4) The reactants are [N+:1]([C:4]1[N:9]=[CH:8][C:7]([N:10]2[CH2:15][CH2:14][NH:13][CH2:12][CH2:11]2)=[CH:6][CH:5]=1)([O-:3])=[O:2].C(N(CC)CC)C.[C:23](Cl)(=[O:28])[C:24]([CH3:27])([CH3:26])[CH3:25]. The catalyst is ClCCl. The product is [CH3:25][C:24]([CH3:27])([CH3:26])[C:23]([N:13]1[CH2:12][CH2:11][N:10]([C:7]2[CH:8]=[N:9][C:4]([N+:1]([O-:3])=[O:2])=[CH:5][CH:6]=2)[CH2:15][CH2:14]1)=[O:28]. The yield is 0.590. (5) The reactants are C[O:2][C:3]1[CH:12]=[CH:11][C:10]2[N:9]=[C:8]([NH:13][CH2:14][CH2:15][CH3:16])[C:7]([C:17]3[CH:22]=[CH:21][CH:20]=[CH:19][CH:18]=3)=[N:6][C:5]=2[C:4]=1[C:23]([O:25]C)=[O:24].B(Br)(Br)Br.O. The catalyst is ClCCl. The product is [OH:2][C:3]1[CH:12]=[CH:11][C:10]2[N:9]=[C:8]([NH:13][CH2:14][CH2:15][CH3:16])[C:7]([C:17]3[CH:18]=[CH:19][CH:20]=[CH:21][CH:22]=3)=[N:6][C:5]=2[C:4]=1[C:23]([OH:25])=[O:24]. The yield is 0.734. (6) The reactants are [Br:1][C:2]1[CH:7]=[CH:6][C:5]([NH:8][C:9]2[C:10]([C:19]([NH:21][NH2:22])=[O:20])=[CH:11][C:12]3[NH:16][CH:15]=[N:14][C:13]=3[C:17]=2[F:18])=[C:4]([CH3:23])[CH:3]=1.[N:24]#[C:25]Br.C([O-])(O)=O.[Na+]. The catalyst is O1CCOCC1.C(Cl)Cl.O.[Cl-].[Na+].O. The product is [NH2:24][C:25]1[O:20][C:19]([C:10]2[C:9]([NH:8][C:5]3[CH:6]=[CH:7][C:2]([Br:1])=[CH:3][C:4]=3[CH3:23])=[C:17]([F:18])[C:13]3[N:14]=[CH:15][NH:16][C:12]=3[CH:11]=2)=[N:21][N:22]=1. The yield is 0.550. (7) The reactants are O=[C:2]([C:12]1[CH:17]=[CH:16][CH:15]=[CH:14][CH:13]=1)[CH2:3][C:4]1[CH:5]=[C:6]([CH:9]=[CH:10][CH:11]=1)[C:7]#[N:8].[CH2:18]([O:20][C:21]1[CH:22]=[C:23]([CH:26]=[C:27]([N+:30]([O-:32])=[O:31])[C:28]=1[OH:29])[CH:24]=O)[CH3:19].[NH2:33][C:34]([NH2:36])=[O:35].Cl. The catalyst is C(O)C. The product is [CH2:18]([O:20][C:21]1[CH:22]=[C:23]([CH:24]2[C:3]([C:4]3[CH:5]=[C:6]([CH:9]=[CH:10][CH:11]=3)[C:7]#[N:8])=[C:2]([C:12]3[CH:17]=[CH:16][CH:15]=[CH:14][CH:13]=3)[NH:36][C:34](=[O:35])[NH:33]2)[CH:26]=[C:27]([N+:30]([O-:32])=[O:31])[C:28]=1[OH:29])[CH3:19]. The yield is 0.0250. (8) The reactants are FC(F)(F)C([O-])=O.FC(F)(F)C([O-])=O.FC(F)(F)C([O-])=O.[Tl+3].COC([C:27]1[C:35]2[C:30](=[CH:31][CH:32]=[C:33]([F:36])[CH:34]=2)[NH:29][CH:28]=1)=O.[I-:37].[K+].ClCCl. The catalyst is C(O)(C(F)(F)F)=O.O.CO. The product is [F:36][C:33]1[C:34]([I:37])=[C:35]2[C:30](=[CH:31][CH:32]=1)[NH:29][CH:28]=[CH:27]2. The yield is 0.390.